From a dataset of NCI-60 drug combinations with 297,098 pairs across 59 cell lines. Regression. Given two drug SMILES strings and cell line genomic features, predict the synergy score measuring deviation from expected non-interaction effect. (1) Drug 2: CC1=C(C=C(C=C1)NC(=O)C2=CC=C(C=C2)CN3CCN(CC3)C)NC4=NC=CC(=N4)C5=CN=CC=C5. Cell line: ACHN. Synergy scores: CSS=4.83, Synergy_ZIP=-0.308, Synergy_Bliss=4.82, Synergy_Loewe=-2.85, Synergy_HSA=1.40. Drug 1: CCCS(=O)(=O)NC1=C(C(=C(C=C1)F)C(=O)C2=CNC3=C2C=C(C=N3)C4=CC=C(C=C4)Cl)F. (2) Drug 1: C1=CN(C=N1)CC(O)(P(=O)(O)O)P(=O)(O)O. Drug 2: CC1=C(N=C(N=C1N)C(CC(=O)N)NCC(C(=O)N)N)C(=O)NC(C(C2=CN=CN2)OC3C(C(C(C(O3)CO)O)O)OC4C(C(C(C(O4)CO)O)OC(=O)N)O)C(=O)NC(C)C(C(C)C(=O)NC(C(C)O)C(=O)NCCC5=NC(=CS5)C6=NC(=CS6)C(=O)NCCC[S+](C)C)O. Cell line: SK-MEL-28. Synergy scores: CSS=1.68, Synergy_ZIP=-1.38, Synergy_Bliss=-2.19, Synergy_Loewe=-6.88, Synergy_HSA=-4.85. (3) Drug 1: CN1CCC(CC1)COC2=C(C=C3C(=C2)N=CN=C3NC4=C(C=C(C=C4)Br)F)OC. Drug 2: CC1=CC=C(C=C1)C2=CC(=NN2C3=CC=C(C=C3)S(=O)(=O)N)C(F)(F)F. Cell line: OVCAR-5. Synergy scores: CSS=20.6, Synergy_ZIP=-0.801, Synergy_Bliss=2.03, Synergy_Loewe=-6.27, Synergy_HSA=1.81. (4) Drug 1: C1=NC2=C(N=C(N=C2N1C3C(C(C(O3)CO)O)F)Cl)N. Drug 2: CCC1(CC2CC(C3=C(CCN(C2)C1)C4=CC=CC=C4N3)(C5=C(C=C6C(=C5)C78CCN9C7C(C=CC9)(C(C(C8N6C)(C(=O)OC)O)OC(=O)C)CC)OC)C(=O)OC)O.OS(=O)(=O)O. Cell line: SR. Synergy scores: CSS=37.1, Synergy_ZIP=0.359, Synergy_Bliss=-3.57, Synergy_Loewe=-39.3, Synergy_HSA=-10.5. (5) Drug 1: CCC(=C(C1=CC=CC=C1)C2=CC=C(C=C2)OCCN(C)C)C3=CC=CC=C3.C(C(=O)O)C(CC(=O)O)(C(=O)O)O. Drug 2: CC(C)NC(=O)C1=CC=C(C=C1)CNNC.Cl. Cell line: MDA-MB-435. Synergy scores: CSS=-2.92, Synergy_ZIP=1.55, Synergy_Bliss=-0.720, Synergy_Loewe=-3.10, Synergy_HSA=-5.15.